From a dataset of Peptide-MHC class I binding affinity with 185,985 pairs from IEDB/IMGT. Regression. Given a peptide amino acid sequence and an MHC pseudo amino acid sequence, predict their binding affinity value. This is MHC class I binding data. (1) The peptide sequence is PLILAYFPVFRFL. The MHC is HLA-A02:03 with pseudo-sequence HLA-A02:03. The binding affinity (normalized) is 0.0729. (2) The peptide sequence is RWLPLVSLF. The MHC is HLA-A24:02 with pseudo-sequence HLA-A24:02. The binding affinity (normalized) is 1.00.